This data is from Full USPTO retrosynthesis dataset with 1.9M reactions from patents (1976-2016). The task is: Predict the reactants needed to synthesize the given product. (1) Given the product [CH:29]1([O:28][C:16]2[CH:15]=[C:14]([S:13][C:10]3[CH:11]=[CH:12][C:7]([O:6][CH2:5][C:4]([OH:35])=[O:3])=[C:8]([CH3:34])[CH:9]=3)[CH:19]=[C:18]([C:20]#[C:21][C:22]3[CH:23]=[CH:24][CH:25]=[CH:26][CH:27]=3)[CH:17]=2)[CH2:30][CH2:31][CH2:32][CH2:33]1, predict the reactants needed to synthesize it. The reactants are: C([O:3][C:4](=[O:35])[CH2:5][O:6][C:7]1[CH:12]=[CH:11][C:10]([S:13][C:14]2[CH:19]=[C:18]([C:20]#[C:21][C:22]3[CH:27]=[CH:26][CH:25]=[CH:24][CH:23]=3)[CH:17]=[C:16]([O:28][CH:29]3[CH2:33][CH2:32][CH2:31][CH2:30]3)[CH:15]=2)=[CH:9][C:8]=1[CH3:34])C.[OH-].[Na+].Cl. (2) Given the product [N:11]1([CH2:14][CH2:15][NH:16][C:17]([C:19]2[C:23]([CH3:24])=[C:22](/[CH:25]=[C:26]3\[C:27](=[O:47])[NH:28][C:29]4[C:34]\3=[CH:33][C:32]([S:35]([CH2:38][C:39]3[C:44]([Cl:45])=[CH:43][CH:42]=[CH:41][C:40]=3[Cl:46])(=[O:37])=[O:36])=[CH:31][CH:30]=4)[NH:21][C:20]=2[CH3:48])=[O:18])[CH2:12][CH2:13][NH:8][CH2:9][CH2:10]1, predict the reactants needed to synthesize it. The reactants are: C(OC([N:8]1[CH2:13][CH2:12][N:11]([CH2:14][CH2:15][NH:16][C:17]([C:19]2[C:23]([CH3:24])=[C:22](/[CH:25]=[C:26]3\[C:27](=[O:47])[NH:28][C:29]4[C:34]\3=[CH:33][C:32]([S:35]([CH2:38][C:39]3[C:44]([Cl:45])=[CH:43][CH:42]=[CH:41][C:40]=3[Cl:46])(=[O:37])=[O:36])=[CH:31][CH:30]=4)[NH:21][C:20]=2[CH3:48])=[O:18])[CH2:10][CH2:9]1)=O)(C)(C)C.C(O)(C(F)(F)F)=O. (3) The reactants are: CS(O[CH2:6][CH2:7][C:8]1[O:9][C:10]2[CH:16]=[CH:15][C:14]([C:17]3[CH:22]=[CH:21][C:20]([C:23]([N:25]4[CH2:30][CH2:29][O:28][CH2:27][CH2:26]4)=[O:24])=[CH:19][N:18]=3)=[CH:13][C:11]=2[CH:12]=1)(=O)=O.[CH3:31][C@@H:32]1[CH2:36][CH2:35][CH2:34][NH:33]1. Given the product [CH3:31][C@@H:32]1[CH2:36][CH2:35][CH2:34][N:33]1[CH2:6][CH2:7][C:8]1[O:9][C:10]2[CH:16]=[CH:15][C:14]([C:17]3[N:18]=[CH:19][C:20]([C:23]([N:25]4[CH2:30][CH2:29][O:28][CH2:27][CH2:26]4)=[O:24])=[CH:21][CH:22]=3)=[CH:13][C:11]=2[CH:12]=1, predict the reactants needed to synthesize it. (4) Given the product [CH2:24]([N:21]([CH2:22][CH3:23])[C:20]([C:17]1[CH:18]=[CH:19][C:14]([CH2:5][C:6]2[CH:11]=[CH:10][CH:9]=[CH:8][C:7]=2[O:12][CH3:13])=[CH:15][CH:16]=1)=[O:26])[CH3:25], predict the reactants needed to synthesize it. The reactants are: C(O[CH:5]([C:14]1[CH:19]=[CH:18][C:17]([C:20](=[O:26])[N:21]([CH2:24][CH3:25])[CH2:22][CH3:23])=[CH:16][CH:15]=1)[C:6]1[CH:11]=[CH:10][CH:9]=[CH:8][C:7]=1[O:12][CH3:13])(=O)C.C([O-])=O.[NH4+].